From a dataset of Full USPTO retrosynthesis dataset with 1.9M reactions from patents (1976-2016). Predict the reactants needed to synthesize the given product. (1) The reactants are: [CH3:1][N:2]([CH2:4][C:5]1[CH:10]=[CH:9][C:8]([C:11]2[N:19]3[C:14]([CH:15]=[CH:16][CH:17]=[CH:18]3)=[CH:13][C:12]=2[CH:20]([N:22]2[C:26]3=[N:27][CH:28]=[N:29][C:30]([NH2:31])=[C:25]3[C:24](I)=[N:23]2)[CH3:21])=[CH:7][CH:6]=1)[CH3:3].[F:33][C:34]1[CH:35]=[C:36](B(O)O)[CH:37]=[C:38]([OH:40])[CH:39]=1.CCO.C([O-])([O-])=O.[Na+].[Na+]. Given the product [NH2:31][C:30]1[N:29]=[CH:28][N:27]=[C:26]2[N:22]([CH:20]([C:12]3[CH:13]=[C:14]4[N:19]([C:11]=3[C:8]3[CH:9]=[CH:10][C:5]([CH2:4][N:2]([CH3:3])[CH3:1])=[CH:6][CH:7]=3)[CH:18]=[CH:17][CH:16]=[CH:15]4)[CH3:21])[N:23]=[C:24]([C:36]3[CH:37]=[C:38]([OH:40])[CH:39]=[C:34]([F:33])[CH:35]=3)[C:25]=12, predict the reactants needed to synthesize it. (2) Given the product [CH:20]1([N:17]2[C:5]3[C:6]([O:8][C@@H:9]([C@H:11]4[CH2:15][NH:14][C:13](=[O:16])[CH2:12]4)[CH3:10])=[N:7][C:2]([C:31]4[CH:36]=[CH:35][N:34]=[CH:33][CH:32]=4)=[CH:3][C:4]=3[N:19]=[CH:18]2)[CH2:22][CH2:21]1, predict the reactants needed to synthesize it. The reactants are: Br[C:2]1[N:7]=[C:6]([O:8][C@@H:9]([C@H:11]2[CH2:15][NH:14][C:13](=[O:16])[CH2:12]2)[CH3:10])[C:5]2[N:17]([CH:20]3[CH2:22][CH2:21]3)[CH:18]=[N:19][C:4]=2[CH:3]=1.CC1(C)C(C)(C)OB([C:31]2[CH:36]=[CH:35][N:34]=[CH:33][CH:32]=2)O1.C(=O)([O-])[O-].[Na+].[Na+]. (3) Given the product [CH3:18][O:17][N:16]([CH3:15])[C:6](=[O:7])[C:5]1[CH:9]=[CH:10][C:2]([F:1])=[CH:3][C:4]=1[N+:11]([O-:13])=[O:12], predict the reactants needed to synthesize it. The reactants are: [F:1][C:2]1[CH:10]=[CH:9][C:5]([C:6](O)=[O:7])=[C:4]([N+:11]([O-:13])=[O:12])[CH:3]=1.Cl.[CH3:15][NH:16][O:17][CH3:18].CN1CCOCC1.Cl.C(N=C=NCCCN(C)C)C.